From a dataset of Full USPTO retrosynthesis dataset with 1.9M reactions from patents (1976-2016). Predict the reactants needed to synthesize the given product. (1) Given the product [C:1]([O:5][C:6](=[O:27])[N:7]([CH3:8])[CH:9]1[CH:13]([C:14]2[CH:15]=[CH:16][CH:17]=[CH:18][CH:19]=2)[CH2:12][NH:11][CH2:10]1)([CH3:4])([CH3:3])[CH3:2], predict the reactants needed to synthesize it. The reactants are: [C:1]([O:5][C:6](=[O:27])[N:7]([CH:9]1[CH:13]([C:14]2[CH:19]=[CH:18][CH:17]=[CH:16][CH:15]=2)[CH2:12][N:11](CC2C=CC=CC=2)[CH2:10]1)[CH3:8])([CH3:4])([CH3:3])[CH3:2].C([O-])=O.[NH4+]. (2) Given the product [CH3:26][O:27][C:28](=[O:37])[C@@H:29]([NH:34][C:35]([N:18]1[CH2:17][CH:16]([OH:23])[C@@H:15]([NH:14][C:13](=[O:24])[C@@H:8]([NH:7][C:6]([O:5][C:1]([CH3:3])([CH3:4])[CH3:2])=[O:25])[CH2:9][CH:10]([CH3:12])[CH3:11])[CH2:21][CH2:20][C@H:19]1[CH3:22])=[O:36])[CH2:30][CH:31]([CH3:33])[CH3:32], predict the reactants needed to synthesize it. The reactants are: [C:1]([O:5][C:6](=[O:25])[NH:7][C@H:8]([C:13](=[O:24])[NH:14][C@H:15]1[CH2:21][CH2:20][C@@H:19]([CH3:22])[NH:18][CH2:17][CH:16]1[OH:23])[CH2:9][CH:10]([CH3:12])[CH3:11])([CH3:4])([CH3:3])[CH3:2].[CH3:26][O:27][C:28](=[O:37])[C@@H:29]([N:34]=[C:35]=[O:36])[CH2:30][CH:31]([CH3:33])[CH3:32]. (3) The reactants are: [CH:1]1([N:5]2[CH2:11][CH2:10][C:9]3[CH:12]=[CH:13][C:14]([NH2:16])=[CH:15][C:8]=3[CH2:7][CH2:6]2)[CH2:4][CH2:3][CH2:2]1.[Cl:17][C:18]1[N:23]=[CH:22][C:21]([C:24](Cl)=[O:25])=[CH:20][CH:19]=1.N1CCOCC1. Given the product [Cl:17][C:18]1[N:23]=[CH:22][C:21]([C:24]([NH:16][C:14]2[CH:13]=[CH:12][C:9]3[CH2:10][CH2:11][N:5]([CH:1]4[CH2:4][CH2:3][CH2:2]4)[CH2:6][CH2:7][C:8]=3[CH:15]=2)=[O:25])=[CH:20][CH:19]=1, predict the reactants needed to synthesize it. (4) Given the product [CH3:1][C:2]1[N:7]=[CH:6][C:5]([CH2:8][O:9][C:10]2[CH:15]=[CH:14][N:13]([C:18]3[CH:23]=[CH:22][C:21]4[C:24]5[CH2:25][N:26]([C:32]([O:34][C:35]([CH3:38])([CH3:37])[CH3:36])=[O:33])[CH2:27][CH2:28][CH2:29][C:30]=5[O:31][C:20]=4[CH:19]=3)[C:12](=[O:16])[CH:11]=2)=[CH:4][CH:3]=1, predict the reactants needed to synthesize it. The reactants are: [CH3:1][C:2]1[N:7]=[CH:6][C:5]([CH2:8][O:9][C:10]2[CH:15]=[CH:14][NH:13][C:12](=[O:16])[CH:11]=2)=[CH:4][CH:3]=1.Br[C:18]1[CH:23]=[CH:22][C:21]2[C:24]3[CH2:25][N:26]([C:32]([O:34][C:35]([CH3:38])([CH3:37])[CH3:36])=[O:33])[CH2:27][CH2:28][CH2:29][C:30]=3[O:31][C:20]=2[CH:19]=1.C([O-])([O-])=O.[Cs+].[Cs+].CN[C@@H]1CCCC[C@H]1NC. (5) Given the product [C:1]([C:5]1[O:9][N:8]=[C:7]([NH:10][C:11]([NH:13][C:14]2[CH:19]=[CH:18][CH:17]=[C:16]([S:20][C:21]3[C:30]4[C:25](=[CH:26][C:27]([O:41][CH3:42])=[C:28]([O:31][CH2:32][CH2:33][CH2:34][N:35]5[CH2:36][CH2:37][N:44]([CH3:43])[CH2:39][CH2:40]5)[CH:29]=4)[N:24]=[CH:23][N:22]=3)[CH:15]=2)=[O:12])[CH:6]=1)([CH3:4])([CH3:3])[CH3:2], predict the reactants needed to synthesize it. The reactants are: [C:1]([C:5]1[O:9][N:8]=[C:7]([NH:10][C:11]([NH:13][C:14]2[CH:19]=[CH:18][CH:17]=[C:16]([S:20][C:21]3[C:30]4[C:25](=[CH:26][C:27]([O:41][CH3:42])=[C:28]([O:31][CH2:32][CH2:33][CH2:34][N:35]5[CH2:40][CH2:39]C[CH2:37][CH2:36]5)[CH:29]=4)[N:24]=[CH:23][N:22]=3)[CH:15]=2)=[O:12])[CH:6]=1)([CH3:4])([CH3:3])[CH3:2].[CH3:43][N:44]1CCNCC1. (6) Given the product [CH2:10]([N:12]1[C:20]2[C:15](=[CH:16][C:17]([C:21]3[NH:22][C:23]4[N:24]([N:28]=[C:29]([CH3:34])[C:30]=4[C:31]4[O:32][CH:2]=[CH:3][N:33]=4)[C:25](=[O:27])[CH:26]=3)=[CH:18][CH:19]=2)[CH:14]=[N:13]1)[CH3:11], predict the reactants needed to synthesize it. The reactants are: Br[CH2:2][CH:3](OCC)OCC.[CH2:10]([N:12]1[C:20]2[C:15](=[CH:16][C:17]([C:21]3[NH:22][C:23]4[N:24]([N:28]=[C:29]([CH3:34])[C:30]=4[C:31]([NH2:33])=[O:32])[C:25](=[O:27])[CH:26]=3)=[CH:18][CH:19]=2)[CH:14]=[N:13]1)[CH3:11].CC1C=CC(S(O)(=O)=O)=CC=1.